Dataset: Full USPTO retrosynthesis dataset with 1.9M reactions from patents (1976-2016). Task: Predict the reactants needed to synthesize the given product. (1) Given the product [ClH:32].[CH2:24]([NH:23][C:22](=[O:31])[C:18]1[CH:19]=[CH:20][CH:21]=[C:16]([C@@H:14]2[CH2:15][C@H:13]2[NH:5][CH2:4][CH:1]2[CH2:2][CH2:3]2)[CH:17]=1)[C:25]1[CH:30]=[CH:29][CH:28]=[CH:27][CH:26]=1, predict the reactants needed to synthesize it. The reactants are: [CH:1]1([CH2:4][N:5]([C@@H:13]2[CH2:15][C@H:14]2[C:16]2[CH:21]=[CH:20][CH:19]=[C:18]([C:22](=[O:31])[NH:23][CH2:24][C:25]3[CH:30]=[CH:29][CH:28]=[CH:27][CH:26]=3)[CH:17]=2)C(=O)OC(C)(C)C)[CH2:3][CH2:2]1.[ClH:32].C(OCC)(=O)C. (2) Given the product [C:11]([N:18]1[CH2:23][CH2:22][C:21]([CH2:26][CH3:27])([CH:24]=[O:25])[CH2:20][CH2:19]1)([O:13][C:14]([CH3:17])([CH3:16])[CH3:15])=[O:12], predict the reactants needed to synthesize it. The reactants are: C(Cl)(=O)C(Cl)=O.CS(C)=O.[C:11]([N:18]1[CH2:23][CH2:22][C:21]([CH2:26][CH3:27])([CH2:24][OH:25])[CH2:20][CH2:19]1)([O:13][C:14]([CH3:17])([CH3:16])[CH3:15])=[O:12].C(N(CC)CC)C. (3) Given the product [C:1]([N:4]1[C:8]([CH2:9][Br:22])=[CH:7][C:6]([C:10]([O:12][CH2:13][CH3:14])=[O:11])=[N:5]1)(=[O:3])[CH3:2], predict the reactants needed to synthesize it. The reactants are: [C:1]([N:4]1[C:8]([CH3:9])=[CH:7][C:6]([C:10]([O:12][CH2:13][CH3:14])=[O:11])=[N:5]1)(=[O:3])[CH3:2].C1C(=O)N([Br:22])C(=O)C1. (4) Given the product [CH3:28][N:25]1[CH2:26][CH2:27][N:22]([C:20]2[S:21][C:17](=[CH:16][C:12]3[CH:11]=[C:10]4[C:15](=[CH:14][CH:13]=3)[N:7]([CH2:6][C:5]3[CH:30]=[CH:31][C:2]([O:1][S:46]([CH3:45])(=[O:48])=[O:47])=[CH:3][C:4]=3[C:32]([F:35])([F:34])[F:33])[N:8]=[CH:9]4)[C:18](=[O:29])[N:19]=2)[CH2:23][CH2:24]1, predict the reactants needed to synthesize it. The reactants are: [OH:1][C:2]1[CH:31]=[CH:30][C:5]([CH2:6][N:7]2[C:15]3[C:10](=[CH:11][C:12]([CH:16]=[C:17]4[S:21][C:20]([N:22]5[CH2:27][CH2:26][N:25]([CH3:28])[CH2:24][CH2:23]5)=[N:19][C:18]4=[O:29])=[CH:13][CH:14]=3)[CH:9]=[N:8]2)=[C:4]([C:32]([F:35])([F:34])[F:33])[CH:3]=1.CCN(C(C)C)C(C)C.[CH3:45][S:46](Cl)(=[O:48])=[O:47]. (5) Given the product [C:19]([O:11][CH2:10][CH2:9][C:5]1[C:4]([F:12])=[CH:3][C:2]([Br:1])=[CH:7][C:6]=1[F:8])(=[O:21])[CH3:20], predict the reactants needed to synthesize it. The reactants are: [Br:1][C:2]1[CH:7]=[C:6]([F:8])[C:5]([CH2:9][CH2:10][OH:11])=[C:4]([F:12])[CH:3]=1.N1C=CC=CC=1.[C:19](OC(=O)C)(=[O:21])[CH3:20]. (6) Given the product [F:1][C:2]1[CH:3]=[C:4]2[C:8](=[CH:9][CH:10]=1)[N:7]([CH2:11][C:12]1[CH:13]=[CH:14][N:15]=[CH:16][CH:17]=1)[C:6]([C:18]([OH:20])=[O:19])=[CH:5]2, predict the reactants needed to synthesize it. The reactants are: [F:1][C:2]1[CH:3]=[C:4]2[C:8](=[CH:9][CH:10]=1)[N:7]([CH2:11][C:12]1[CH:17]=[CH:16][N:15]=[CH:14][CH:13]=1)[C:6]([C:18]([O:20]CC)=[O:19])=[CH:5]2.[OH-].[K+].